This data is from Microsomal clearance measurements from AstraZeneca. The task is: Regression/Classification. Given a drug SMILES string, predict its absorption, distribution, metabolism, or excretion properties. Task type varies by dataset: regression for continuous measurements (e.g., permeability, clearance, half-life) or binary classification for categorical outcomes (e.g., BBB penetration, CYP inhibition). For this dataset (clearance_microsome_az), we predict log10(clearance) (log10 of the in vitro intrinsic clearance, CLint, in uL/min per mg of human liver microsomal protein, equivalently mL/min/g; values are censored to the assay range of 3 to 150, which is 0.477 to 2.18 on this log10 scale). (1) The drug is O=S(=O)(c1ccccc1)N1CCN(Cc2ccccc2)CC1. The log10(clearance) is 1.81. (2) The molecule is Cc1ccc2c(c1)c(Sc1ccccc1)c(CC(=O)O)n2C. The log10(clearance) is 0.480.